This data is from NCI-60 drug combinations with 297,098 pairs across 59 cell lines. The task is: Regression. Given two drug SMILES strings and cell line genomic features, predict the synergy score measuring deviation from expected non-interaction effect. (1) Drug 1: C1C(C(OC1N2C=NC3=C2NC=NCC3O)CO)O. Drug 2: COCCOC1=C(C=C2C(=C1)C(=NC=N2)NC3=CC=CC(=C3)C#C)OCCOC.Cl. Cell line: SK-MEL-5. Synergy scores: CSS=11.8, Synergy_ZIP=-6.15, Synergy_Bliss=-5.58, Synergy_Loewe=3.52, Synergy_HSA=0.347. (2) Drug 1: C(=O)(N)NO. Drug 2: COCCOC1=C(C=C2C(=C1)C(=NC=N2)NC3=CC=CC(=C3)C#C)OCCOC.Cl. Cell line: HOP-92. Synergy scores: CSS=8.56, Synergy_ZIP=-5.40, Synergy_Bliss=-2.54, Synergy_Loewe=3.17, Synergy_HSA=1.50. (3) Synergy scores: CSS=3.06, Synergy_ZIP=-1.86, Synergy_Bliss=-2.96, Synergy_Loewe=-3.89, Synergy_HSA=-3.25. Cell line: SW-620. Drug 1: C(=O)(N)NO. Drug 2: CCCCCOC(=O)NC1=NC(=O)N(C=C1F)C2C(C(C(O2)C)O)O.